The task is: Regression. Given a peptide amino acid sequence and an MHC pseudo amino acid sequence, predict their binding affinity value. This is MHC class II binding data.. This data is from Peptide-MHC class II binding affinity with 134,281 pairs from IEDB. (1) The peptide sequence is CNANPGLMKDVAKVF. The MHC is DRB1_0701 with pseudo-sequence DRB1_0701. The binding affinity (normalized) is 0.427. (2) The peptide sequence is KTIAMVLSIVSLFPL. The MHC is DRB1_0301 with pseudo-sequence DRB1_0301. The binding affinity (normalized) is 0.627. (3) The peptide sequence is KPSLFGQAAAGDK. The MHC is DRB1_0101 with pseudo-sequence DRB1_0101. The binding affinity (normalized) is 0.